Task: Regression. Given a target protein amino acid sequence and a drug SMILES string, predict the binding affinity score between them. We predict pIC50 (pIC50 = -log10(IC50 in M); higher means more potent). Dataset: bindingdb_ic50.. Dataset: Drug-target binding data from BindingDB using IC50 measurements (1) The small molecule is CN(CCCn1c(=N)n(CC(=O)c2ccc(Cl)cc2)c2cccc(Cl)c21)C(=O)Cc1ccccc1. The target protein (O88410) has sequence MYLEVSERQVLDASDFAFLLENSTSPYDYGENESDFSDSPPCPQDFSLNFDRTFLPALYSLLFLLGLLGNGAVAAVLLSQRTALSSTDTFLLHLAVADVLLVLTLPLWAVDAAVQWVFGPGLCKVAGALFNINFYAGAFLLACISFDRYLSIVHATQIYRRDPRVRVALTCIVVWGLCLLFALPDFIYLSANYDQRLNATHCQYNFPQVGRTALRVLQLVAGFLLPLLVMAYCYAHILAVLLVSRGQRRFRAMRLVVVVVAAFAVCWTPYHLVVLVDILMDVGVLARNCGRESHVDVAKSVTSGMGYMHCCLNPLLYAFVGVKFREQMWMLFTRLGRSDQRGPQRQPSSSRRESSWSETTEASYLGL. The pIC50 is 5.8. (2) The compound is COCCN(C)Cc1c(-c2ccc(NC(=O)NOC)cc2)sc2c1c(=O)n(-c1ccc(C)cn1)c(=O)n2Cc1c(F)cccc1F. The target protein (P30968) has sequence MANSASPEQNQNHCSAINNSIPLMQGNLPTLTLSGKIRVTVTFFLFLLSATFNASFLLKLQKWTQKKEKGKKLSRMKLLLKHLTLANLLETLIVMPLDGMWNITVQWYAGELLCKVLSYLKLFSMYAPAFMMVVISLDRSLAITRPLALKSNSKVGQSMVGLAWILSSVFAGPQLYIFRMIHLADSSGQTKVFSQCVTHCSFSQWWHQAFYNFFTFSCLFIIPLFIMLICNAKIIFTLTRVLHQDPHELQLNQSKNNIPRARLKTLKMTVAFATSFTVCWTPYYVLGIWYWFDPEMLNRLSDPVNHFFFLFAFLNPCFDPLIYGYFSL. The pIC50 is 8.8. (3) The small molecule is O=C(Nc1nc(-c2ccncc2)cs1)N[C@@H]1CCCc2ccccc21. The target protein (Q13464) has sequence MSTGDSFETRFEKMDNLLRDPKSEVNSDCLLDGLDALVYDLDFPALRKNKNIDNFLSRYKDTINKIRDLRMKAEDYEVVKVIGRGAFGEVQLVRHKSTRKVYAMKLLSKFEMIKRSDSAFFWEERDIMAFANSPWVVQLFYAFQDDRYLYMVMEYMPGGDLVNLMSNYDVPEKWARFYTAEVVLALDAIHSMGFIHRDVKPDNMLLDKSGHLKLADFGTCMKMNKEGMVRCDTAVGTPDYISPEVLKSQGGDGYYGRECDWWSVGVFLYEMLVGDTPFYADSLVGTYSKIMNHKNSLTFPDDNDISKEAKNLICAFLTDREVRLGRNGVEEIKRHLFFKNDQWAWETLRDTVAPVVPDLSSDIDTSNFDDLEEDKGEEETFPIPKAFVGNQLPFVGFTYYSNRRYLSSANPNDNRTSSNADKSLQESLQKTIYKLEEQLHNEMQLKDEMEQKCRTSNIKLDKIMKELDEEGNQRRNLESTVSQIEKEKMLLQHRINEYQR.... The pIC50 is 5.2.